From a dataset of Full USPTO retrosynthesis dataset with 1.9M reactions from patents (1976-2016). Predict the reactants needed to synthesize the given product. (1) The reactants are: [OH-].[K+].[CH2:3]([SH:5])[CH3:4].[CH3:6][O:7][C:8](=[O:26])[CH:9](Cl)[CH2:10][C:11]1[CH:16]=[CH:15][C:14]([O:17][CH2:18][C:19]2[CH:24]=[CH:23][CH:22]=[CH:21][CH:20]=2)=[CH:13][CH:12]=1.C(OCC)C. Given the product [CH3:6][O:7][C:8](=[O:26])[CH:9]([S:5][CH2:3][CH3:4])[CH2:10][C:11]1[CH:16]=[CH:15][C:14]([O:17][CH2:18][C:19]2[CH:24]=[CH:23][CH:22]=[CH:21][CH:20]=2)=[CH:13][CH:12]=1, predict the reactants needed to synthesize it. (2) Given the product [C:6]([C:5]1[CH:9]=[CH:10][C:11]([C:12]([O:14][CH3:15])=[O:13])=[C:3]([O:2][CH3:1])[CH:4]=1)(=[O:7])[NH2:22], predict the reactants needed to synthesize it. The reactants are: [CH3:1][O:2][C:3]1[CH:4]=[C:5]([CH:9]=[CH:10][C:11]=1[C:12]([O:14][CH3:15])=[O:13])[C:6](O)=[O:7].C(Cl)(=O)C(Cl)=O.[NH3:22]. (3) The reactants are: [CH3:1][Si:2]([CH3:15])([CH3:14])[CH2:3][CH2:4][O:5][CH2:6][O:7][C:8]1[CH:9]=[N:10][CH:11]=[CH:12][CH:13]=1.CCCCC.C([Li])(C)(C)C.CN(C)[CH:28]=[O:29].[Cl-].[NH4+]. Given the product [CH:28]([C:13]1[CH:12]=[CH:11][N:10]=[CH:9][C:8]=1[O:7][CH2:6][O:5][CH2:4][CH2:3][Si:2]([CH3:15])([CH3:14])[CH3:1])=[O:29], predict the reactants needed to synthesize it.